Predict the reaction yield, written as a fraction of the theoretical maximum amount of product (1.0 means a 100% yield; for example, 0.34 means a 34% yield). From a dataset of Reaction yield outcomes from USPTO patents with 853,638 reactions. (1) The reactants are [NH2:1][C:2]1[CH:9]=[CH:8][CH:7]=[CH:6][C:3]=1[CH2:4][NH2:5].[N:10]1[C:19]2[C:18](=O)[CH2:17][CH2:16][CH2:15][C:14]=2[CH:13]=[CH:12][CH:11]=1.[BH-](OC(C)=O)(OC(C)=O)OC(C)=O.[Na+]. The catalyst is C(Cl)Cl. The product is [N:10]1[C:19]2[CH:18]([NH:5][CH2:4][C:3]3[CH:6]=[CH:7][CH:8]=[CH:9][C:2]=3[NH2:1])[CH2:17][CH2:16][CH2:15][C:14]=2[CH:13]=[CH:12][CH:11]=1. The yield is 0.520. (2) The reactants are Cl.[CH:2]([N:5]([CH:9]1[CH2:14][CH2:13][NH:12][CH2:11][CH2:10]1)[C:6](=[O:8])[CH3:7])([CH3:4])[CH3:3].F[C:16]1[CH:23]=[CH:22][C:19]([CH:20]=[O:21])=[CH:18][CH:17]=1.C([O-])([O-])=O.[K+].[K+]. The catalyst is CN(C=O)C.O. The product is [CH:20]([C:19]1[CH:22]=[CH:23][C:16]([N:12]2[CH2:11][CH2:10][CH:9]([N:5]([CH:2]([CH3:4])[CH3:3])[C:6](=[O:8])[CH3:7])[CH2:14][CH2:13]2)=[CH:17][CH:18]=1)=[O:21]. The yield is 0.710. (3) The reactants are Br[CH2:2][C:3]1[CH:12]=[CH:11][C:6]2[N:7]([CH3:10])[N:8]=[N:9][C:5]=2[CH:4]=1.[CH3:13][C:14]1[N:19]=[C:18]([SH:20])[N:17]=[C:16]([OH:21])[CH:15]=1.C(N(CC)CC)C.CCOCC. The catalyst is C(O)C.ClCCl. The product is [CH3:13][C:14]1[N:19]=[C:18]([S:20][CH2:2][C:3]2[CH:12]=[CH:11][C:6]3[N:7]([CH3:10])[N:8]=[N:9][C:5]=3[CH:4]=2)[N:17]=[C:16]([OH:21])[CH:15]=1. The yield is 0.750. (4) The reactants are [CH3:1][O:2][C:3](=[O:28])[C@@H:4]([NH:11][C:12](=[O:27])[C:13]1[CH:18]=[CH:17][C:16]([C:19]#[C:20][C:21]2[CH:26]=[CH:25][CH:24]=[CH:23][CH:22]=2)=[CH:15][CH:14]=1)[CH2:5][NH:6][C:7](=[O:10])[CH2:8]Br.[CH:29]1([NH2:32])[CH2:31][CH2:30]1. The catalyst is C(Cl)Cl. The product is [CH3:1][O:2][C:3](=[O:28])[C@@H:4]([NH:11][C:12](=[O:27])[C:13]1[CH:18]=[CH:17][C:16]([C:19]#[C:20][C:21]2[CH:26]=[CH:25][CH:24]=[CH:23][CH:22]=2)=[CH:15][CH:14]=1)[CH2:5][NH:6][C:7](=[O:10])[CH2:8][NH:32][CH:29]1[CH2:31][CH2:30]1. The yield is 1.00. (5) The reactants are [I:1][C:2]1[CH:3]=[C:4]([NH:9][C:10]([NH2:12])=[S:11])[CH:5]=[C:6]([I:8])[CH:7]=1.BrBr.N. The catalyst is C(Cl)(Cl)Cl.O. The product is [I:1][C:2]1[CH:7]=[C:6]([I:8])[C:5]2[S:11][C:10]([NH2:12])=[N:9][C:4]=2[CH:3]=1. The yield is 0.880. (6) The reactants are [F:1][C:2]1[CH:7]=[CH:6][CH:5]=[CH:4][C:3]=1[N:8]1[C:12]([C:13]2[CH:18]=[CH:17][CH:16]=[CH:15][C:14]=2[O:19]C)=[CH:11][CH:10]=[N:9]1.[Cl-].[NH+]1C=CC=CC=1. The catalyst is O. The product is [F:1][C:2]1[CH:7]=[CH:6][CH:5]=[CH:4][C:3]=1[N:8]1[C:12]([C:13]2[CH:18]=[CH:17][CH:16]=[CH:15][C:14]=2[OH:19])=[CH:11][CH:10]=[N:9]1. The yield is 0.980. (7) The reactants are [CH2:1]([Li])CCC.[Cl:6][C:7]1[CH:12]=[C:11]([Cl:13])[CH:10]=[CH:9][N:8]=1.CI.CC(O)=O. The catalyst is C1COCC1.CCOCC. The product is [Cl:6][C:7]1[C:12]([CH3:1])=[C:11]([Cl:13])[CH:10]=[CH:9][N:8]=1. The yield is 0.720. (8) The reactants are [NH2:1][C:2]1[S:3][CH:4]=[C:5]2[C:10]=1[C:9](=[O:11])[N:8]([C:12]1[CH:17]=[CH:16][C:15]([O:18][CH3:19])=[CH:14][CH:13]=1)[N:7]=[C:6]2[C:20]([OH:22])=O.F[P-](F)(F)(F)(F)F.N1(O[P+](N(C)C)(N(C)C)N(C)C)C2C=CC=CC=2N=N1.[Cl-].[F:51][C@H:52]1[CH2:56][CH2:55][NH2+:54][CH2:53]1.CCN(C(C)C)C(C)C. The catalyst is CS(C)=O. The product is [NH2:1][C:2]1[S:3][CH:4]=[C:5]2[C:6]([C:20]([N:54]3[CH2:55][CH2:56][C@H:52]([F:51])[CH2:53]3)=[O:22])=[N:7][N:8]([C:12]3[CH:13]=[CH:14][C:15]([O:18][CH3:19])=[CH:16][CH:17]=3)[C:9](=[O:11])[C:10]=12. The yield is 0.550.